Dataset: Catalyst prediction with 721,799 reactions and 888 catalyst types from USPTO. Task: Predict which catalyst facilitates the given reaction. (1) Reactant: [F:1][CH:2]([F:30])[C:3]1[C:11]2[C:6](=[CH:7][C:8]([Cl:12])=[CH:9][CH:10]=2)[N:5]([S:13]([C:16]2[CH:21]=[CH:20][C:19]([O:22][CH3:23])=[C:18]([N:24]3[CH2:29][CH2:28][NH:27][CH2:26][CH2:25]3)[CH:17]=2)(=[O:15])=[O:14])[CH:4]=1.C([BH3-])#N.[Na+].[CH:35](=O)[C:36]([CH3:39])([CH3:38])[CH3:37]. Product: [Cl:12][C:8]1[CH:7]=[C:6]2[C:11]([C:3]([CH:2]([F:1])[F:30])=[CH:4][N:5]2[S:13]([C:16]2[CH:21]=[CH:20][C:19]([O:22][CH3:23])=[C:18]([N:24]3[CH2:29][CH2:28][N:27]([CH2:35][C:36]([CH3:39])([CH3:38])[CH3:37])[CH2:26][CH2:25]3)[CH:17]=2)(=[O:15])=[O:14])=[CH:10][CH:9]=1. The catalyst class is: 5. (2) Reactant: [F:1][C:2]1[CH:3]=[C:4]2[C:8](=[CH:9][CH:10]=1)[C:7](=[O:11])[CH2:6][CH2:5]2.[BH4-].[Na+].Cl. Product: [F:1][C:2]1[CH:3]=[C:4]2[C:8](=[CH:9][CH:10]=1)[CH:7]([OH:11])[CH2:6][CH2:5]2. The catalyst class is: 24.